This data is from Forward reaction prediction with 1.9M reactions from USPTO patents (1976-2016). The task is: Predict the product of the given reaction. (1) Given the reactants [C:1](#[N:3])[CH3:2].C([Li])CCC.C([O:11][C:12](=O)[C:13]1[CH:18]=[CH:17][CH:16]=[C:15]([O:19][CH3:20])[CH:14]=1)C.[OH-].[Na+], predict the reaction product. The product is: [CH3:20][O:19][C:15]1[CH:14]=[C:13]([C:12](=[O:11])[CH2:2][C:1]#[N:3])[CH:18]=[CH:17][CH:16]=1. (2) Given the reactants [N:1]1([CH2:7][CH2:8][C:9]2[CH:14]=[CH:13][C:12]([NH2:15])=[CH:11][CH:10]=2)[CH2:6][CH2:5][O:4][CH2:3][CH2:2]1.[CH2:16]([O:18][C:19]([C:21]1[C:22](=[O:44])[C:23]2[CH:28]=[N:27][C:26](S(C)(=O)=O)=[N:25][C:24]=2[N:33]([C:35]2[CH:36]=[C:37]3[C:41](=[CH:42][CH:43]=2)[CH2:40][CH2:39][CH2:38]3)[CH:34]=1)=[O:20])[CH3:17], predict the reaction product. The product is: [CH2:16]([O:18][C:19]([C:21]1[C:22](=[O:44])[C:23]2[CH:28]=[N:27][C:26]([NH:15][C:12]3[CH:13]=[CH:14][C:9]([CH2:8][CH2:7][N:1]4[CH2:6][CH2:5][O:4][CH2:3][CH2:2]4)=[CH:10][CH:11]=3)=[N:25][C:24]=2[N:33]([C:35]2[CH:36]=[C:37]3[C:41](=[CH:42][CH:43]=2)[CH2:40][CH2:39][CH2:38]3)[CH:34]=1)=[O:20])[CH3:17].